From a dataset of Forward reaction prediction with 1.9M reactions from USPTO patents (1976-2016). Predict the product of the given reaction. (1) The product is: [C:1]([O:5][C:6](=[O:19])[NH:7][CH2:8][C:9]1[CH:14]=[CH:13][C:12]([NH2:15])=[CH:11][C:10]=1[CH3:18])([CH3:4])([CH3:3])[CH3:2]. Given the reactants [C:1]([O:5][C:6](=[O:19])[NH:7][CH2:8][C:9]1[CH:14]=[CH:13][C:12]([N+:15]([O-])=O)=[CH:11][C:10]=1[CH3:18])([CH3:4])([CH3:3])[CH3:2], predict the reaction product. (2) Given the reactants [F:1][CH:2]([F:37])[C:3]1[N:7]([C:8]2[N:13]=[C:12]([N:14]3[CH2:19][CH2:18][O:17][CH2:16][CH2:15]3)[N:11]=[C:10]([N:20]([CH:27]3[CH2:32][CH2:31][NH:30][CH2:29][CH2:28]3)[CH2:21][CH2:22][CH2:23][N:24]([CH3:26])[CH3:25])[N:9]=2)[C:6]2[CH:33]=[CH:34][CH:35]=[CH:36][C:5]=2[N:4]=1.[CH3:38][S:39](Cl)(=[O:41])=[O:40], predict the reaction product. The product is: [F:37][CH:2]([F:1])[C:3]1[N:7]([C:8]2[N:13]=[C:12]([N:14]3[CH2:15][CH2:16][O:17][CH2:18][CH2:19]3)[N:11]=[C:10]([N:20]([CH:27]3[CH2:32][CH2:31][N:30]([S:39]([CH3:38])(=[O:41])=[O:40])[CH2:29][CH2:28]3)[CH2:21][CH2:22][CH2:23][N:24]([CH3:26])[CH3:25])[N:9]=2)[C:6]2[CH:33]=[CH:34][CH:35]=[CH:36][C:5]=2[N:4]=1. (3) Given the reactants [I:1][C:2]1[N:3]=[CH:4][N:5]([CH2:7][CH2:8][NH:9][CH2:10][CH2:11][O:12][CH3:13])[CH:6]=1.[C:14](O[C:14]([O:16][C:17]([CH3:20])([CH3:19])[CH3:18])=[O:15])([O:16][C:17]([CH3:20])([CH3:19])[CH3:18])=[O:15], predict the reaction product. The product is: [I:1][C:2]1[N:3]=[CH:4][N:5]([CH2:7][CH2:8][N:9]([CH2:10][CH2:11][O:12][CH3:13])[C:14](=[O:15])[O:16][C:17]([CH3:20])([CH3:19])[CH3:18])[CH:6]=1. (4) Given the reactants Br[C:2]1[CH:7]=[CH:6][C:5]([CH:8]([CH3:27])[C:9]([C:15]2[CH:26]=[CH:25][C:18]3[N:19]([CH3:24])[C:20](=[O:23])[N:21]([CH3:22])[C:17]=3[CH:16]=2)([OH:14])[C:10]([F:13])([F:12])[F:11])=[C:4]([Cl:28])[CH:3]=1.C([O-])([O-])=O.[Cs+].[Cs+].[F:35][C:36]1[CH:37]=[C:38](B(O)O)[CH:39]=[CH:40][C:41]=1[C:42]([O:44]C)=[O:43].[Li+].[OH-], predict the reaction product. The product is: [Cl:28][C:4]1[CH:3]=[C:2]([C:38]2[CH:39]=[CH:40][C:41]([C:42]([OH:44])=[O:43])=[C:36]([F:35])[CH:37]=2)[CH:7]=[CH:6][C:5]=1[CH:8]([CH3:27])[C:9]([C:15]1[CH:26]=[CH:25][C:18]2[N:19]([CH3:24])[C:20](=[O:23])[N:21]([CH3:22])[C:17]=2[CH:16]=1)([OH:14])[C:10]([F:13])([F:12])[F:11]. (5) Given the reactants [CH3:1][C:2]1([CH2:19][O:20][C:21]2[C:22]([C:27]([O:29]CC)=[O:28])=[N:23][CH:24]=[CH:25][CH:26]=2)[CH2:6][CH2:5][N:4]([C:7]([C@H:9]2[CH2:14][CH2:13][C@H:12]([C:15]([F:18])([F:17])[F:16])[CH2:11][CH2:10]2)=[O:8])[CH2:3]1.COC1C=C(OC[C@H]2CCCN2C([C@H]2CC[C@H](C(F)(F)F)CC2)=O)C(C(OCC)=O)=NC=1, predict the reaction product. The product is: [CH3:1][C:2]1([CH2:19][O:20][C:21]2[C:22]([C:27]([OH:29])=[O:28])=[N:23][CH:24]=[CH:25][CH:26]=2)[CH2:6][CH2:5][N:4]([C:7]([C@H:9]2[CH2:10][CH2:11][C@H:12]([C:15]([F:18])([F:16])[F:17])[CH2:13][CH2:14]2)=[O:8])[CH2:3]1. (6) Given the reactants Cl.[F:2][C:3]([F:39])([F:38])[C:4]1[CH:5]=[C:6]([C@H:14]([O:16][C@H:17]2[CH2:22][CH2:21][N:20]([C:23]([NH:25][CH:26]3[CH2:31][CH2:30][NH:29][CH2:28][CH2:27]3)=[O:24])[CH2:19][C@H:18]2[C:32]2[CH:37]=[CH:36][CH:35]=[CH:34][CH:33]=2)[CH3:15])[CH:7]=[C:8]([C:10]([F:13])([F:12])[F:11])[CH:9]=1.[OH:40][CH:41]([CH3:45])[C:42](O)=[O:43], predict the reaction product. The product is: [F:39][C:3]([F:2])([F:38])[C:4]1[CH:5]=[C:6]([C@H:14]([O:16][C@H:17]2[CH2:22][CH2:21][N:20]([C:23]([NH:25][CH:26]3[CH2:31][CH2:30][N:29]([C:42](=[O:43])[CH:41]([CH3:45])[OH:40])[CH2:28][CH2:27]3)=[O:24])[CH2:19][C@H:18]2[C:32]2[CH:37]=[CH:36][CH:35]=[CH:34][CH:33]=2)[CH3:15])[CH:7]=[C:8]([C:10]([F:11])([F:12])[F:13])[CH:9]=1.